Dataset: Peptide-MHC class II binding affinity with 134,281 pairs from IEDB. Task: Regression. Given a peptide amino acid sequence and an MHC pseudo amino acid sequence, predict their binding affinity value. This is MHC class II binding data. (1) The peptide sequence is MLSPMLHHWIKVEYG. The MHC is DRB4_0103 with pseudo-sequence DRB4_0103. The binding affinity (normalized) is 0.642. (2) The peptide sequence is HMVKISGGPHIS. The MHC is DRB1_1101 with pseudo-sequence DRB1_1101. The binding affinity (normalized) is 0.210. (3) The peptide sequence is CVDAKMTEEDKENALSL. The MHC is HLA-DQA10401-DQB10402 with pseudo-sequence HLA-DQA10401-DQB10402. The binding affinity (normalized) is 0.186. (4) The peptide sequence is PTPKIIEECEHLEDG. The MHC is DRB3_0101 with pseudo-sequence DRB3_0101. The binding affinity (normalized) is 0.207. (5) The MHC is DRB1_0701 with pseudo-sequence DRB1_0701. The peptide sequence is CDPKRYFVPIFSEAV. The binding affinity (normalized) is 0.752. (6) The peptide sequence is AVAANELGMLEKTKE. The MHC is DRB1_0301 with pseudo-sequence DRB1_0301. The binding affinity (normalized) is 0.238. (7) The peptide sequence is FETIVVTVDSLPEFK. The MHC is HLA-DQA10102-DQB10502 with pseudo-sequence HLA-DQA10102-DQB10502. The binding affinity (normalized) is 0.312. (8) The peptide sequence is EKKYRAATQFEPLAA. The MHC is HLA-DPA10103-DPB10401 with pseudo-sequence HLA-DPA10103-DPB10401. The binding affinity (normalized) is 0.630.